From a dataset of Full USPTO retrosynthesis dataset with 1.9M reactions from patents (1976-2016). Predict the reactants needed to synthesize the given product. (1) The reactants are: C(OC(=O)[NH:7][C@@H:8]([CH2:26][CH2:27][CH2:28][CH3:29])[CH2:9][O:10][C:11](=[O:25])[N:12]([CH2:19][C:20]1[S:21][CH:22]=[CH:23][CH:24]=1)[CH2:13][C:14]1[S:15][CH:16]=[CH:17][CH:18]=1)(C)(C)C.Cl.C(=O)(O)[O-].[Na+]. Given the product [S:15]1[CH:16]=[CH:17][CH:18]=[C:14]1[CH2:13][N:12]([CH2:19][C:20]1[S:21][CH:22]=[CH:23][CH:24]=1)[C:11](=[O:25])[O:10][CH2:9][C@@H:8]([NH2:7])[CH2:26][CH2:27][CH2:28][CH3:29], predict the reactants needed to synthesize it. (2) Given the product [Cl:16][C:17]1[CH:18]=[C:19]([CH:20]([OH:21])[CH2:7][C:5]2[O:4][N:3]=[C:2]([CH3:1])[CH:6]=2)[CH:22]=[CH:23][CH:24]=1, predict the reactants needed to synthesize it. The reactants are: [CH3:1][C:2]1[CH:6]=[C:5]([CH3:7])[O:4][N:3]=1.C([N-]C(C)C)(C)C.[Li+].[Cl:16][C:17]1[CH:18]=[C:19]([CH:22]=[CH:23][CH:24]=1)[CH:20]=[O:21]. (3) Given the product [CH3:17][C:13]1[CH:14]=[CH:15][CH:16]=[C:11]2[C:12]=1[C:18](=[O:26])[N:19]([C:20]1[CH:21]=[CH:22][CH:23]=[CH:24][CH:25]=1)[C:3]([CH:2]([O:27][C:28](=[O:30])[CH3:29])[CH3:1])=[N:10]2, predict the reactants needed to synthesize it. The reactants are: [CH3:1][CH:2]([O:27][C:28](=[O:30])[CH3:29])[CH:3]([NH:10][C:11]1[CH:16]=[CH:15][CH:14]=[C:13]([CH3:17])[C:12]=1[C:18](=[O:26])[NH:19][C:20]1[CH:25]=[CH:24][CH:23]=[CH:22][CH:21]=1)N1CCCCC1. (4) Given the product [Br:28][C:29]1[CH:38]=[C:37]2[C:32]([CH2:33][CH2:34][N:35]([CH:23]([CH3:27])[C:24]([NH:14][C:11]3[CH:12]=[CH:13][C:8]([C:6]4[CH:5]=[CH:4][N:3]=[C:2]([CH3:1])[CH:7]=4)=[CH:9][CH:10]=3)=[O:25])[CH2:36]2)=[CH:31][CH:30]=1, predict the reactants needed to synthesize it. The reactants are: [CH3:1][C:2]1[CH:7]=[C:6]([C:8]2[CH:13]=[CH:12][C:11]([NH2:14])=[CH:10][CH:9]=2)[CH:5]=[CH:4][N:3]=1.C(N(CC)CC)C.Br[CH:23]([CH3:27])[C:24](Cl)=[O:25].[Br:28][C:29]1[CH:38]=[C:37]2[C:32]([CH2:33][CH2:34][NH:35][CH2:36]2)=[CH:31][CH:30]=1. (5) Given the product [ClH:54].[ClH:54].[Br:32][C:33]1[CH:40]=[CH:39][C:36]([CH2:37][NH:10][CH2:11][C@@H:12]2[CH2:13][CH2:14][C@H:15]([NH:18][C:19]3[CH:28]=[C:27]([NH:29][CH3:30])[C:26]4[C:21](=[CH:22][CH:23]=[CH:24][CH:25]=4)[N:20]=3)[CH2:16][CH2:17]2)=[C:35]([O:41][C:42]([F:45])([F:44])[F:43])[CH:34]=1, predict the reactants needed to synthesize it. The reactants are: C(OC(=O)[NH:10][CH2:11][C@H:12]1[CH2:17][CH2:16][C@@H:15]([NH:18][C:19]2[CH:28]=[C:27]([NH:29][CH3:30])[C:26]3[C:21](=[CH:22][CH:23]=[CH:24][CH:25]=3)[N:20]=2)[CH2:14][CH2:13]1)C1C=CC=CC=1.[Br:32][C:33]1[CH:40]=[CH:39][C:36]([CH:37]=O)=[C:35]([O:41][C:42]([F:45])([F:44])[F:43])[CH:34]=1.C(O)(=O)C.[BH3-]C#N.[Na+].[ClH:54]. (6) Given the product [CH3:1][O:5][C:6](=[O:18])[CH2:7][O:8][C:9]1[CH:14]=[CH:13][C:12]([NH:15][C:19]([O:21][C:22]([CH3:25])([CH3:24])[CH3:23])=[O:20])=[CH:11][C:10]=1[CH2:16][CH3:17], predict the reactants needed to synthesize it. The reactants are: [C:1]([O:5][C:6](=[O:18])[CH2:7][O:8][C:9]1[CH:14]=[CH:13][C:12]([NH2:15])=[CH:11][C:10]=1[CH2:16][CH3:17])(C)(C)C.[C:19](O[C:19]([O:21][C:22]([CH3:25])([CH3:24])[CH3:23])=[O:20])([O:21][C:22]([CH3:25])([CH3:24])[CH3:23])=[O:20]. (7) Given the product [CH2:21]([C@H:8]([NH:7][C:6]([C@@H:54]([NH:58][C:59]([C@@H:60]([NH:62][C:63]([C:65]1[CH:69]=[C:68]([CH3:70])[O:67][N:66]=1)=[O:64])[CH3:61])=[O:71])[CH2:53][C:50]1[CH:49]=[CH:48][C:47]([O:46][CH3:45])=[CH:52][CH:51]=1)=[O:28])[CH:9]([C:11](=[O:20])[NH:12][CH2:13][C:14]1[CH:15]=[CH:16][CH:17]=[CH:18][CH:19]=1)[OH:10])[C:22]1[CH:23]=[CH:24][CH:25]=[CH:26][CH:27]=1, predict the reactants needed to synthesize it. The reactants are: C(O[C:6](=[O:28])[NH:7][C@@H:8]([CH2:21][C:22]1[CH:27]=[CH:26][CH:25]=[CH:24][CH:23]=1)[CH:9]([C:11](=[O:20])[NH:12][CH2:13][C:14]1[CH:19]=[CH:18][CH:17]=[CH:16][CH:15]=1)[OH:10])(C)(C)C.FC(F)(F)C(O)=O.C(N(CC)C(C)C)(C)C.[CH3:45][O:46][C:47]1[CH:52]=[CH:51][C:50]([CH2:53][C@H:54]([NH:58][C:59](=[O:71])[C@@H:60]([NH:62][C:63]([C:65]2[CH:69]=[C:68]([CH3:70])[O:67][N:66]=2)=[O:64])[CH3:61])C(O)=O)=[CH:49][CH:48]=1.CN(C(ON1N=NC2C=CC=NC1=2)=[N+](C)C)C.F[P-](F)(F)(F)(F)F. (8) Given the product [C:1]([N:4]1[C:12]2[C:7](=[CH:8][CH:9]=[C:10]([F:13])[CH:11]=2)[C:6](=[C:19]([OH:20])[C:18]2[CH:22]=[CH:23][CH:24]=[C:16]([I:15])[CH:17]=2)[C:5]1=[O:14])(=[O:3])[CH3:2], predict the reactants needed to synthesize it. The reactants are: [C:1]([N:4]1[C:12]2[C:7](=[CH:8][CH:9]=[C:10]([F:13])[CH:11]=2)[CH2:6][C:5]1=[O:14])(=[O:3])[CH3:2].[I:15][C:16]1[CH:17]=[C:18]([CH:22]=[CH:23][CH:24]=1)[C:19](O)=[O:20]. (9) Given the product [CH3:10][N:11]1[CH:15]=[CH:14][N:13]=[C:12]1[S:16]([N:1]1[CH2:5][CH2:4][CH2:3][C@H:2]1[C:6]([O:8][CH3:9])=[O:7])(=[O:18])=[O:17], predict the reactants needed to synthesize it. The reactants are: [NH:1]1[CH2:5][CH2:4][CH2:3][C@H:2]1[C:6]([O:8][CH3:9])=[O:7].[CH3:10][N:11]1[CH:15]=[CH:14][N:13]=[C:12]1[S:16](Cl)(=[O:18])=[O:17]. (10) Given the product [Cl:43][C:44]1[CH:54]=[CH:53][CH:52]=[C:46]([C:47]([OH:7])=[O:48])[C:45]=1[C:50]([OH:49])=[O:51], predict the reactants needed to synthesize it. The reactants are: C1C([O:7]C2C=CC3C(OC(=O)C=3C=2)=O)=CC2C(OC(=O)C=2C=1)=O.[Cl-].[K+].[Cl-].C(N(CC)C(=[N+](CC)CC)N(CC)CC)C.[Cl:43][C:44]1[CH:54]=[CH:53][CH:52]=[C:46]2[C:47]([O:49][C:50](=[O:51])[C:45]=12)=[O:48].P(=O)(O)(O)O.